From a dataset of Reaction yield outcomes from USPTO patents with 853,638 reactions. Predict the reaction yield, written as a fraction of the theoretical maximum amount of product (1.0 means a 100% yield; for example, 0.34 means a 34% yield). (1) The reactants are C([Li])CCC.[CH2:6]([C:8]([C:20]1[CH:25]=[CH:24][C:23]([OH:26])=[C:22]([CH3:27])[CH:21]=1)([C:11]1[CH:16]=[CH:15][C:14]([C:17]#[CH:18])=[C:13]([CH3:19])[CH:12]=1)[CH2:9][CH3:10])[CH3:7].[O:28]=[C:29]1[CH2:34][CH2:33][S:32][CH2:31][CH2:30]1.[Cl-].[NH4+]. The catalyst is O1CCCC1. The product is [CH2:6]([C:8]([C:11]1[CH:16]=[CH:15][C:14]([C:17]#[C:18][C:29]2([OH:28])[CH2:34][CH2:33][S:32][CH2:31][CH2:30]2)=[C:13]([CH3:19])[CH:12]=1)([C:20]1[CH:25]=[CH:24][C:23]([OH:26])=[C:22]([CH3:27])[CH:21]=1)[CH2:9][CH3:10])[CH3:7]. The yield is 0.740. (2) The reactants are [OH:1][C:2]1[CH:3]=[C:4]([NH:9][C:10](=[O:16])[O:11][C:12]([CH3:15])([CH3:14])[CH3:13])[CH:5]=[CH:6][C:7]=1[CH3:8].Br[C:18]1[CH:19]=[CH:20][C:21]([N+:24]([O-:26])=[O:25])=[N:22][CH:23]=1.C(=O)([O-])[O-].[Cs+].[Cs+].CN(C)C=O. The catalyst is O. The product is [CH3:8][C:7]1[CH:6]=[CH:5][C:4]([NH:9][C:10](=[O:16])[O:11][C:12]([CH3:13])([CH3:15])[CH3:14])=[CH:3][C:2]=1[O:1][C:18]1[CH:23]=[N:22][C:21]([N+:24]([O-:26])=[O:25])=[CH:20][CH:19]=1. The yield is 0.440. (3) The reactants are [F:1][C:2]1[CH:7]=[CH:6][C:5]([C:8]2[C:16]3[C:11](=[CH:12][CH:13]=[C:14]([NH:17][C:18]([C:20]4[CH:28]=[CH:27][C:23]([C:24](O)=[O:25])=[CH:22][CH:21]=4)=[O:19])[CH:15]=3)[NH:10][N:9]=2)=[CH:4][CH:3]=1.[Cl-].[NH4+:30]. The catalyst is [OH-].[NH4+]. The product is [F:1][C:2]1[CH:3]=[CH:4][C:5]([C:8]2[C:16]3[C:11](=[CH:12][CH:13]=[C:14]([NH:17][C:18]([C:20]4[CH:21]=[CH:22][C:23]([C:24]([NH2:30])=[O:25])=[CH:27][CH:28]=4)=[O:19])[CH:15]=3)[NH:10][N:9]=2)=[CH:6][CH:7]=1. The yield is 0.130. (4) The reactants are [CH:1]([N:4]([CH3:22])[C@@H:5]1[CH2:10][CH2:9][C@H:8]([NH2:11])[C@H:7]([CH2:12][S:13]([C:16]2[CH:21]=[CH:20][CH:19]=[CH:18][CH:17]=2)(=[O:15])=[O:14])[CH2:6]1)([CH3:3])[CH3:2].Cl.CN(C)CCCN=C=NCC.O.ON1C2C=CC=CC=2N=N1.CCN(CC)CC.[N:53]1[CH:58]=[CH:57][CH:56]=[C:55]([CH2:59][CH2:60][C:61](O)=[O:62])[CH:54]=1. The catalyst is C(Cl)Cl. The product is [CH:1]([N:4]([CH3:22])[C@@H:5]1[CH2:10][CH2:9][C@H:8]([NH:11][C:61](=[O:62])[CH2:60][CH2:59][C:55]2[CH:54]=[N:53][CH:58]=[CH:57][CH:56]=2)[C@H:7]([CH2:12][S:13]([C:16]2[CH:17]=[CH:18][CH:19]=[CH:20][CH:21]=2)(=[O:14])=[O:15])[CH2:6]1)([CH3:3])[CH3:2]. The yield is 0.660. (5) The product is [O:1]1[C:5]2[CH:6]=[CH:7][C:8]([NH:10][C:11]3[C:19]4[C:18]5[CH2:20][N:21]([C:24](=[O:26])[CH3:25])[CH2:22][CH2:23][C:17]=5[NH:16][C:15]=4[N:14]=[CH:13][CH:12]=3)=[CH:9][C:4]=2[O:3][CH2:2]1. The catalyst is ClCCCl. The yield is 0.440. The reactants are [O:1]1[C:5]2[CH:6]=[CH:7][C:8]([NH:10][C:11]3[C:19]4[C:18]5[CH2:20][NH:21][CH2:22][CH2:23][C:17]=5[NH:16][C:15]=4[N:14]=[CH:13][CH:12]=3)=[CH:9][C:4]=2[O:3][CH2:2]1.[C:24](OC(=O)C)(=[O:26])[CH3:25].C(N(CC)CC)C.